Dataset: Reaction yield outcomes from USPTO patents with 853,638 reactions. Task: Predict the reaction yield, written as a fraction of the theoretical maximum amount of product (1.0 means a 100% yield; for example, 0.34 means a 34% yield). (1) The reactants are [CH3:1][O:2][C:3]1[CH:12]=[CH:11][CH:10]=[C:9]2[C:4]=1[CH:5]=[CH:6][N:7]=[CH:8]2.[Br:13]Br.C([O-])([O-])=O.[K+].[K+]. The catalyst is CC(O)=O. The product is [CH3:1][O:2][C:3]1[CH:12]=[CH:11][C:10]([Br:13])=[C:9]2[C:4]=1[CH:5]=[CH:6][N:7]=[CH:8]2. The yield is 0.470. (2) The reactants are [OH:1][CH:2]1[CH2:5][N:4]([C:6]([O:8][C:9]([CH3:12])([CH3:11])[CH3:10])=[O:7])[CH2:3]1.CC(C)([O-])C.[Na+].[C:19]([C:23]1[O:27]/[C:26](=[N:28]\[C:29](=[O:41])[C:30]2[CH:35]=[C:34]([C:36]([F:39])([F:38])[F:37])[CH:33]=[CH:32][C:31]=2F)/[N:25]([CH2:42][C@H:43]2[CH2:47][CH2:46][CH2:45][O:44]2)[CH:24]=1)([CH3:22])([CH3:21])[CH3:20]. The catalyst is C1COCC1.O. The product is [C:19]([C:23]1[O:27]/[C:26](=[N:28]\[C:29]([C:30]2[CH:35]=[C:34]([C:36]([F:38])([F:37])[F:39])[CH:33]=[CH:32][C:31]=2[O:1][CH:2]2[CH2:3][N:4]([C:6]([O:8][C:9]([CH3:12])([CH3:11])[CH3:10])=[O:7])[CH2:5]2)=[O:41])/[N:25]([CH2:42][C@H:43]2[CH2:47][CH2:46][CH2:45][O:44]2)[CH:24]=1)([CH3:22])([CH3:20])[CH3:21]. The yield is 0.930. (3) The reactants are [Br:1][C:2]1[CH:3]=[C:4]2[N:9]([CH:10]=1)[N:8]=[CH:7][NH:6][C:5]2=O.O=P(Cl)(Cl)[Cl:14]. No catalyst specified. The product is [Br:1][C:2]1[CH:3]=[C:4]2[N:9]([CH:10]=1)[N:8]=[CH:7][N:6]=[C:5]2[Cl:14]. The yield is 0.798. (4) The reactants are [Cl:1][C:2]1[N:11]=[C:10](Cl)[C:9]2[C:4](=[CH:5][CH:6]=[CH:7][CH:8]=2)[N:3]=1.[C:13]1([CH:19]([C:22]2[CH:27]=[CH:26][CH:25]=[CH:24][CH:23]=2)[CH2:20][NH2:21])[CH:18]=[CH:17][CH:16]=[CH:15][CH:14]=1.C(N(CC)CC)C. The catalyst is C1COCC1. The product is [Cl:1][C:2]1[N:11]=[C:10]([NH:21][CH2:20][CH:19]([C:13]2[CH:18]=[CH:17][CH:16]=[CH:15][CH:14]=2)[C:22]2[CH:27]=[CH:26][CH:25]=[CH:24][CH:23]=2)[C:9]2[C:4](=[CH:5][CH:6]=[CH:7][CH:8]=2)[N:3]=1. The yield is 0.770. (5) The reactants are [CH2:1]([CH:8]1[C:17](=[O:18])[C:16]2[C:11](=[CH:12][C:13]([Cl:19])=[CH:14][CH:15]=2)[O:10][CH:9]1[C@H:20]([N:24]1[CH:28]=[C:27]([CH2:29][N:30]2C(=O)C3=CC=CC=C3C2=O)[N:26]=[C:25]1[C:41]1[CH:46]=[CH:45][C:44]([CH3:47])=[CH:43][CH:42]=1)[CH:21]([CH3:23])[CH3:22])[C:2]1[CH:7]=[CH:6][CH:5]=[CH:4][CH:3]=1.O.NN. The catalyst is CCO. The product is [NH2:30][CH2:29][C:27]1[N:26]=[C:25]([C:41]2[CH:46]=[CH:45][C:44]([CH3:47])=[CH:43][CH:42]=2)[N:24]([C@@H:20]([C:9]2[O:10][C:11]3[C:16]([C:17](=[O:18])[C:8]=2[CH2:1][C:2]2[CH:7]=[CH:6][CH:5]=[CH:4][CH:3]=2)=[CH:15][CH:14]=[C:13]([Cl:19])[CH:12]=3)[CH:21]([CH3:23])[CH3:22])[CH:28]=1. The yield is 0.910.